From a dataset of Experimentally validated miRNA-target interactions with 360,000+ pairs, plus equal number of negative samples. Binary Classification. Given a miRNA mature sequence and a target amino acid sequence, predict their likelihood of interaction. (1) The miRNA is hsa-miR-4664-5p with sequence UGGGGUGCCCACUCCGCAAGUU. The protein sequence of the target gene is MSPAPDAAPAPASISLFDLSADAPVFQGLSLVSHAPGEALARAPRTSCSGSGERESPERKLLQGPMDISEKLFCSTCDQTFQNHQEQREHYKLDWHRFNLKQRLKDKPLLSALDFEKQSSTGDLSSISGSEDSDSASEEDLQTLDRERATFEKLSRPPGFYPHRVLFQNAQGQFLYAYRCVLGPHQDPPEEAELLLQNLQSRGPRDCVVLMAAAGHFAGAIFQGREVVTHKTFHRYTVRAKRGTAQGLRDARGGPSHSAGANLRRYNEATLYKDVRDLLAGPSWAKALEEAGTILLRAPR.... Result: 0 (no interaction). (2) The miRNA is hsa-miR-4483 with sequence GGGGUGGUCUGUUGUUG. The protein sequence of the target gene is MADTKTSKCDEHFSVEKLKEWPEPESVSLMELLAREDIDEAVHAVLFRENYVVKRLDTYLQHLAVFKERRKEMLHKKWVENVVQPLQQRITDKITSYRRPGKNQVKYEHCLKQTNKPTKVSSSCLFQKQQEFREAKGTSYQHGRGKTHDTQKEAKETEKGLSFTPFSLRPHCSSPRERQRASARLMQSKPGGRNRYKGASSEKPVFTLKSHLPKEEKTVSRSQLVFERQFRASRLSQDIKEAEKKGLVVGTGPQRPRSWAAADSVPRPSLVGRRVMTAEILGEHLVSLHQAARSGLQWP. Result: 0 (no interaction). (3) The miRNA is mmu-miR-691 with sequence AUUCCUGAAGAGAGGCAGAAAA. The protein sequence of the target gene is MARRRRRACIALFLVLLFAFGTLMGLRTLKAPDGLPALGPGPELAPFERRPEGNPAPARAPAAPAAPPPPPPRTAAPRASLGPAEADPAPRQSLRVYSDLHAFYYSWYGSPRREGHYIHWDHVMVPHWDPKISASYPRGRHSPPDDLGSSFYPELGPYSSRDPDVLREHMTQLKEAAIGVLVLSWYPPGMADDNGEPTDDLVPAILDTAHQYNIQVAFHIQPYKGRDDITVHDNIKYIIDTYGSHGAFYRYKNSMGKSLPLFYIYDSYLTSPEAWAHLLTQNGPHSIRNTPYDGVFIALL.... Result: 0 (no interaction).